This data is from Catalyst prediction with 721,799 reactions and 888 catalyst types from USPTO. The task is: Predict which catalyst facilitates the given reaction. Reactant: [Br:1][C:2]1[CH:7]=[CH:6][C:5]([OH:8])=[CH:4][C:3]=1[O:9][C:10]([F:13])([F:12])[F:11].[C:14]1(B(O)O)[CH:19]=[CH:18][CH:17]=[CH:16][CH:15]=1. Product: [Br:1][C:2]1[CH:7]=[CH:6][C:5]([O:8][C:14]2[CH:19]=[CH:18][CH:17]=[CH:16][CH:15]=2)=[CH:4][C:3]=1[O:9][C:10]([F:12])([F:11])[F:13]. The catalyst class is: 2.